Task: Predict the reactants needed to synthesize the given product.. Dataset: Full USPTO retrosynthesis dataset with 1.9M reactions from patents (1976-2016) (1) Given the product [Cl:1][C:2]1[CH:3]=[C:4]([CH:20]=[CH:21][C:22]=1[Cl:23])[CH2:5][NH:6][C:7]([NH:8][C:9]1[S:10][CH:11]=[C:12]([CH2:14][OH:15])[N:13]=1)=[O:19], predict the reactants needed to synthesize it. The reactants are: [Cl:1][C:2]1[CH:3]=[C:4]([CH:20]=[CH:21][C:22]=1[Cl:23])[CH2:5][NH:6][C:7](=[O:19])[NH:8][C:9]1[S:10][CH:11]=[C:12]([C:14](OCC)=[O:15])[N:13]=1.B([O-])[O-].[Li+].[Li+].C1COCC1.O.O.O.O.O.O.O.O.O.O.S([O-])([O-])(=O)=O.[Na+].[Na+]. (2) The reactants are: C[O:2][C:3](=[O:35])[C:4]1[CH:9]=[CH:8][C:7]([CH3:10])=[C:6]([C:11]2[CH:16]=[CH:15][N:14]=[CH:13][C:12]=2[N:17]([C:19](=[O:34])[C:20]2[CH:25]=[C:24]([C:26]([F:29])([F:28])[F:27])[CH:23]=[C:22]([C:30]([F:33])([F:32])[F:31])[CH:21]=2)[CH3:18])[CH:5]=1.O.O[Li].O.Cl. Given the product [F:33][C:30]([F:31])([F:32])[C:22]1[CH:21]=[C:20]([CH:25]=[C:24]([C:26]([F:29])([F:28])[F:27])[CH:23]=1)[C:19]([N:17]([CH3:18])[C:12]1[CH:13]=[N:14][CH:15]=[CH:16][C:11]=1[C:6]1[CH:5]=[C:4]([CH:9]=[CH:8][C:7]=1[CH3:10])[C:3]([OH:35])=[O:2])=[O:34], predict the reactants needed to synthesize it. (3) Given the product [F:31][C:26]1[CH:25]=[C:24]([C:17]2[C:18]3[CH2:23][O:22][CH2:21][CH2:20][C:19]=3[N:15]([C:13]([NH:12][C@@H:7]([C:8]([CH3:9])([CH3:10])[CH3:11])[C:6](=[O:32])[N:5]3[CH2:4][CH2:38][N:33]([C:39]4[S:40][CH:41]=[CH:42][N:43]=4)[CH2:34][CH2:35]3)=[O:14])[N:16]=2)[CH:29]=[CH:28][C:27]=1[F:30], predict the reactants needed to synthesize it. The reactants are: C(C[CH2:4][NH:5][C:6](=[O:32])[C@@H:7]([NH:12][C:13]([N:15]1[C:19]2[CH2:20][CH2:21][O:22][CH2:23][C:18]=2[C:17]([C:24]2[CH:29]=[CH:28][C:27]([F:30])=[C:26]([F:31])[CH:25]=2)=[N:16]1)=[O:14])[C:8]([CH3:11])([CH3:10])[CH3:9])#N.[N:33]1([C:39]2[S:40][CH:41]=[CH:42][N:43]=2)[CH2:38]CN[CH2:35][CH2:34]1. (4) Given the product [CH3:6][CH:4]1[N:19]([CH2:9][CH2:10][CH2:11][CH2:12][CH2:13][CH2:14][CH2:15][CH2:16][CH2:17][CH3:18])[C:1](=[O:8])[CH2:2][CH2:3]1, predict the reactants needed to synthesize it. The reactants are: [C:1]([OH:8])(=O)[CH2:2][CH2:3][C:4]([CH3:6])=O.[CH2:9]([NH2:19])[CH2:10][CH2:11][CH2:12][CH2:13][CH2:14][CH2:15][CH2:16][CH2:17][CH3:18]. (5) Given the product [C:1]12([N:6]3[CH:19]=[C:18]4[C:8]([C:9](=[O:20])[CH2:10][C:11]5([CH2:17]4)[CH2:16][CH2:15][NH:14][CH2:13][CH2:12]5)=[N:7]3)[CH2:2][CH:3]([CH2:5]1)[CH2:4]2, predict the reactants needed to synthesize it. The reactants are: [C:1]12([N:6]3[CH2:19][C:18]4[CH2:17][C:11]5([CH2:16][CH2:15][NH:14][CH2:13][CH2:12]5)[CH2:10][C:9](=[O:20])[C:8]=4[N:7]3C(OCC3C=CC=CC=3)=O)[CH2:5][CH:3]([CH2:4]1)[CH2:2]2.CC1CC=CCC=1. (6) Given the product [F:15][C:16]1[CH:24]=[CH:23][CH:22]=[CH:21][C:17]=1[C:18]([O:14][C@H:11]1[CH2:12][CH2:13][C@@H:8]([C:5]2[CH:4]=[CH:3][C:2]([Br:1])=[CH:7][CH:6]=2)[CH2:9][CH2:10]1)=[O:19], predict the reactants needed to synthesize it. The reactants are: [Br:1][C:2]1[CH:7]=[CH:6][C:5]([C@H:8]2[CH2:13][CH2:12][C@H:11]([OH:14])[CH2:10][CH2:9]2)=[CH:4][CH:3]=1.[F:15][C:16]1[CH:24]=[CH:23][CH:22]=[CH:21][C:17]=1[C:18](O)=[O:19].C1(P(C2C=CC=CC=2)C2C=CC=CC=2)C=CC=CC=1.CC(OC(/N=N/C(OC(C)C)=O)=O)C. (7) Given the product [NH2:11][C:10]1[N:6]([CH2:1][CH2:2][CH2:3][CH2:4][CH3:5])[C:7](=[S:8])[NH:9][C:13](=[O:14])[CH:12]=1, predict the reactants needed to synthesize it. The reactants are: [CH2:1]([NH:6][C:7]([NH2:9])=[S:8])[CH2:2][CH2:3][CH2:4][CH3:5].[C:10]([CH2:12][C:13](OCC)=[O:14])#[N:11].[O-]CC.[Na+].C(O)(=O)C. (8) Given the product [CH3:20][C:14]1[CH:15]=[CH:16][CH:17]=[C:18]([CH3:19])[C:13]=1[C:1]1[CH:6]=[CH:5][CH:4]=[CH:3][CH:2]=1, predict the reactants needed to synthesize it. The reactants are: [C:1]1(B(O)O)[CH:6]=[CH:5][CH:4]=[CH:3][CH:2]=1.[F-].[K+].Br[C:13]1[C:18]([CH3:19])=[CH:17][CH:16]=[CH:15][C:14]=1[CH3:20].